Dataset: Ames mutagenicity test results for genotoxicity prediction. Task: Regression/Classification. Given a drug SMILES string, predict its toxicity properties. Task type varies by dataset: regression for continuous values (e.g., LD50, hERG inhibition percentage) or binary classification for toxic/non-toxic outcomes (e.g., AMES mutagenicity, cardiotoxicity, hepatotoxicity). Dataset: ames. (1) The molecule is CNc1ccccc1N. The result is 1 (mutagenic). (2) The drug is CC(C)N=C(NC(C)C)OCc1ccc([N+](=O)[O-])cc1. The result is 1 (mutagenic).